Dataset: Forward reaction prediction with 1.9M reactions from USPTO patents (1976-2016). Task: Predict the product of the given reaction. (1) Given the reactants [C:1]([NH:6][C:7]1[NH:27][C:26](=[O:28])[C:25]2[C:9](=[N:10][CH:11]=[C:12]([N:24]=2)[CH2:13][NH:14][C:15]2[CH:23]=[CH:22][C:18]([C:19]([OH:21])=[O:20])=[CH:17][CH:16]=2)[N:8]=1)(=[O:5])[CH:2]([CH3:4])[CH3:3].O=P12OP3(OP(OP(O3)(O1)=O)(=O)O2)=O.[F:43][C:44]([F:55])([F:54])[C:45](O[C:45](=[O:46])[C:44]([F:55])([F:54])[F:43])=[O:46], predict the reaction product. The product is: [C:1]([NH:6][C:7]1[NH:27][C:26](=[O:28])[C:25]2[C:9](=[N:10][CH:11]=[C:12]([N:24]=2)[CH2:13][N:14]([C:45](=[O:46])[C:44]([F:55])([F:54])[F:43])[C:15]2[CH:16]=[CH:17][C:18]([C:19]([OH:21])=[O:20])=[CH:22][CH:23]=2)[N:8]=1)(=[O:5])[CH:2]([CH3:4])[CH3:3]. (2) Given the reactants [CH3:1][N:2]([CH3:34])[C:3]([CH3:33])([CH3:32])[CH2:4][NH:5][C:6](=[O:31])[C:7]1[CH:12]=[CH:11][C:10]([NH:13][C:14]2[N:19]=[C:18]([C:20]3[N:21]([CH:26]([CH3:28])[CH3:27])[C:22]([CH3:25])=[N:23][CH:24]=3)[C:17](F)=[CH:16][N:15]=2)=[CH:9][C:8]=1F.CN(C)CC(C)(N)C, predict the reaction product. The product is: [CH3:34][N:2]([CH3:1])[C:3]([CH3:32])([CH3:33])[CH2:4][NH:5][C:6](=[O:31])[C:7]1[CH:12]=[CH:11][C:10]([NH:13][C:14]2[N:19]=[C:18]([C:20]3[N:21]([CH:26]([CH3:28])[CH3:27])[C:22]([CH3:25])=[N:23][CH:24]=3)[CH:17]=[CH:16][N:15]=2)=[CH:9][CH:8]=1. (3) Given the reactants [CH2:1]([N:4]([CH2:8][C:9]1[CH:14]=[CH:13][C:12]([NH:15][C:16](=[O:32])[C:17]2[CH:22]=[CH:21][C:20]([CH2:23][NH:24][CH2:25][C:26]3[N:27]([CH3:31])[CH:28]=[CH:29][N:30]=3)=[CH:19][CH:18]=2)=[CH:11][CH:10]=1)[CH2:5][CH2:6][CH3:7])[CH2:2][CH3:3].C([BH3-])#N.[Na+].C(O)(=O)C.[CH2:41]([C:43]1[CH:44]=[CH:45][C:46]([CH:49]=O)=[N:47][CH:48]=1)[CH3:42], predict the reaction product. The product is: [CH2:41]([C:43]1[CH:44]=[CH:45][C:46]([CH2:49][N:24]([CH2:23][C:20]2[CH:21]=[CH:22][C:17]([C:16]([NH:15][C:12]3[CH:11]=[CH:10][C:9]([CH2:8][N:4]([CH2:5][CH2:6][CH3:7])[CH2:1][CH2:2][CH3:3])=[CH:14][CH:13]=3)=[O:32])=[CH:18][CH:19]=2)[CH2:25][C:26]2[N:27]([CH3:31])[CH:28]=[CH:29][N:30]=2)=[N:47][CH:48]=1)[CH3:42]. (4) Given the reactants FC(F)(F)[C:3]([OH:5])=O.O[C:9](C(F)(F)F)=[O:10].[CH3:15][C:16]#[N:17].[C:18](#[N:20])C, predict the reaction product. The product is: [CH3:18][N:17]([CH:3]=[O:5])[CH3:16].[CH3:15][N:20]([CH3:18])[CH:9]=[O:10]. (5) Given the reactants I(O)(=O)(=O)=O.[F:6][C:7]1[CH:20]=[CH:19][C:10]([C:11]([NH:13][CH:14]([CH2:17][OH:18])[CH:15]=[CH2:16])=[O:12])=[C:9]([C:21]([F:24])([F:23])[F:22])[CH:8]=1.C1(C)C=CC=CC=1.C(OCC)(=[O:34])C, predict the reaction product. The product is: [F:6][C:7]1[CH:20]=[CH:19][C:10]([C:11]([NH:13][CH:14]([CH:15]=[CH2:16])[C:17]([OH:34])=[O:18])=[O:12])=[C:9]([C:21]([F:22])([F:23])[F:24])[CH:8]=1.